This data is from Reaction yield outcomes from USPTO patents with 853,638 reactions. The task is: Predict the reaction yield, written as a fraction of the theoretical maximum amount of product (1.0 means a 100% yield; for example, 0.34 means a 34% yield). The reactants are [CH3:1][O:2][C:3](=[O:14])[C:4]1[CH:9]=[CH:8][C:7]([N+:10]([O-])=O)=[CH:6][C:5]=1[NH2:13].[Cl:15][C:16]1[C:17]2[CH:27]=[CH:26][CH:25]=[CH:24][C:18]=2[S:19][C:20]=1[C:21](Cl)=[O:22].N1C=CC=CC=1.C1COCC1. The catalyst is CO.O=[Pt]=O.O. The product is [NH2:10][C:7]1[CH:8]=[CH:9][C:4]([C:3]([O:2][CH3:1])=[O:14])=[C:5]([NH:13][C:21]([C:20]2[S:19][C:18]3[CH:24]=[CH:25][CH:26]=[CH:27][C:17]=3[C:16]=2[Cl:15])=[O:22])[CH:6]=1. The yield is 0.980.